Dataset: Full USPTO retrosynthesis dataset with 1.9M reactions from patents (1976-2016). Task: Predict the reactants needed to synthesize the given product. (1) Given the product [Cl:1][C:2]1[CH:3]=[C:4]([C:12]2[O:16][N:15]=[C:14]([C:17]3[CH:25]=[CH:24][C:23]([CH2:26][CH2:27][C:28]([OH:30])=[O:29])=[C:22]4[C:18]=3[CH:19]=[CH:20][NH:21]4)[N:13]=2)[CH:5]=[N:6][C:7]=1[O:8][CH:9]([CH3:10])[CH3:11], predict the reactants needed to synthesize it. The reactants are: [Cl:1][C:2]1[CH:3]=[C:4]([C:12]2[O:16][N:15]=[C:14]([C:17]3[CH:25]=[CH:24][C:23]([CH2:26][CH2:27][C:28]([O:30]CC)=[O:29])=[C:22]4[C:18]=3[CH:19]=[CH:20][NH:21]4)[N:13]=2)[CH:5]=[N:6][C:7]=1[O:8][CH:9]([CH3:11])[CH3:10].[OH-].[Na+].Cl. (2) Given the product [Cl:1][C:2]1[CH:7]=[C:6]([Cl:8])[CH:5]=[CH:4][C:3]=1[C:9]1[C:30](=[O:31])[N:29]([CH3:32])[C:12]2[N:13]([CH3:28])[C:14]3[C:19]([C:11]=2[CH:10]=1)=[CH:18][C:17]([C:20]1[CH:24]=[C:23]([CH2:25][O:26][CH2:34][CH2:33][O:35][CH2:36][CH3:37])[N:22]([CH3:27])[N:21]=1)=[CH:16][CH:15]=3, predict the reactants needed to synthesize it. The reactants are: [Cl:1][C:2]1[CH:7]=[C:6]([Cl:8])[CH:5]=[CH:4][C:3]=1[C:9]1[C:30](=[O:31])[N:29]([CH3:32])[C:12]2[N:13]([CH3:28])[C:14]3[C:19]([C:11]=2[CH:10]=1)=[CH:18][C:17]([C:20]1[CH:24]=[C:23]([CH2:25][OH:26])[N:22]([CH3:27])[N:21]=1)=[CH:16][CH:15]=3.[CH2:33]([O:35][CH2:36][CH2:37]Cl)[CH3:34]. (3) The reactants are: [Cl:1][C:2]1[CH:7]=[CH:6][C:5]([C@H:8]2[N:15]3[C:11]([S:12][C:13]([C:19]([OH:21])=O)=[C:14]3[CH:16]([CH3:18])[CH3:17])=[N:10][C@:9]2([C:23]2[CH:28]=[CH:27][C:26]([Cl:29])=[CH:25][CH:24]=2)[CH3:22])=[CH:4][CH:3]=1.[NH:30]1[CH2:38][CH2:37][CH2:36][C@H:31]1[C:32]([O:34][CH3:35])=[O:33]. Given the product [Cl:1][C:2]1[CH:3]=[CH:4][C:5]([C@H:8]2[N:15]3[C:11]([S:12][C:13]([C:19]([N:30]4[CH2:38][CH2:37][CH2:36][C@H:31]4[C:32]([N:30]4[CH2:38][CH2:37][CH2:36][C@H:31]4[C:32]([O:34][CH3:35])=[O:33])=[O:33])=[O:21])=[C:14]3[CH:16]([CH3:18])[CH3:17])=[N:10][C@:9]2([C:23]2[CH:24]=[CH:25][C:26]([Cl:29])=[CH:27][CH:28]=2)[CH3:22])=[CH:6][CH:7]=1, predict the reactants needed to synthesize it. (4) The reactants are: [NH2:1][CH2:2][CH2:3][C:4]1[N:5]=[C:6]([NH:9][C:10](=[O:16])[O:11][C:12]([CH3:15])([CH3:14])[CH3:13])[S:7][CH:8]=1.F[C:18]1[CH:23]=[CH:22][C:21]([N+:24]([O-:26])=[O:25])=[CH:20][CH:19]=1.C(N(CC)CC)C. Given the product [N+:24]([C:21]1[CH:22]=[CH:23][C:18]([NH:1][CH2:2][CH2:3][C:4]2[N:5]=[C:6]([NH:9][C:10](=[O:16])[O:11][C:12]([CH3:13])([CH3:15])[CH3:14])[S:7][CH:8]=2)=[CH:19][CH:20]=1)([O-:26])=[O:25], predict the reactants needed to synthesize it. (5) The reactants are: C[O:2][C:3](=[O:26])[C:4]1[CH:9]=[CH:8][C:7]([C:10]2[CH:11]=[N:12][C:13]([NH2:25])=[C:14]([C:16](=[O:24])[NH:17][C:18]3[CH:23]=[CH:22][N:21]=[CH:20][CH:19]=3)[CH:15]=2)=[CH:6][CH:5]=1.C([O-])([O-])=O.[Na+].[Na+]. Given the product [NH2:25][C:13]1[N:12]=[CH:11][C:10]([C:7]2[CH:6]=[CH:5][C:4]([C:3]([OH:26])=[O:2])=[CH:9][CH:8]=2)=[CH:15][C:14]=1[C:16](=[O:24])[NH:17][C:18]1[CH:23]=[CH:22][N:21]=[CH:20][CH:19]=1, predict the reactants needed to synthesize it. (6) Given the product [Br:20][C:6]1[CH:5]=[CH:4][C:3]([NH:12][C:13](=[O:15])[CH3:14])=[C:2]([CH3:1])[C:7]=1[C:8]([F:10])([F:11])[F:9], predict the reactants needed to synthesize it. The reactants are: [CH3:1][C:2]1[C:7]([C:8]([F:11])([F:10])[F:9])=[CH:6][CH:5]=[CH:4][C:3]=1[NH:12][C:13](=[O:15])[CH3:14].C(O)(=O)C.[Br:20]Br.C(=O)([O-])[O-].[K+].[K+].